From a dataset of Reaction yield outcomes from USPTO patents with 853,638 reactions. Predict the reaction yield, written as a fraction of the theoretical maximum amount of product (1.0 means a 100% yield; for example, 0.34 means a 34% yield). The reactants are [F:1][C:2]1[CH:6]=[N:5][N:4]([CH3:7])[C:3]=1[C:8]1[CH:9]=[C:10]([NH2:16])[CH:11]=[CH:12][C:13]=1[O:14][CH3:15].[F:17][C:18]1[CH:19]=[C:20]([N:24]=[C:25]=[O:26])[CH:21]=[CH:22][CH:23]=1. No catalyst specified. The product is [F:1][C:2]1[CH:6]=[N:5][N:4]([CH3:7])[C:3]=1[C:8]1[CH:9]=[C:10]([NH:16][C:25]([NH:24][C:20]2[CH:21]=[CH:22][CH:23]=[C:18]([F:17])[CH:19]=2)=[O:26])[CH:11]=[CH:12][C:13]=1[O:14][CH3:15]. The yield is 0.550.